This data is from Reaction yield outcomes from USPTO patents with 853,638 reactions. The task is: Predict the reaction yield, written as a fraction of the theoretical maximum amount of product (1.0 means a 100% yield; for example, 0.34 means a 34% yield). (1) No catalyst specified. The yield is 0.190. The product is [NH2:11][C:12]1[C:13]([C:17](=[N:18][OH:19])[NH:2][CH2:3][CH2:4][CH2:5][NH:6][S:7]([CH3:10])(=[O:9])=[O:8])=[N:14][O:15][N:16]=1. The reactants are Cl.[NH2:2][CH2:3][CH2:4][CH2:5][NH:6][S:7]([CH3:10])(=[O:9])=[O:8].[NH2:11][C:12]1[C:13]([C:17](Cl)=[N:18][OH:19])=[N:14][O:15][N:16]=1. (2) The reactants are [Br:1][C:2]1[CH:3]=[C:4]2[C:11]3([C:15](=[O:16])[N:14]([CH3:17])[C:13](SC)=[N:12]3)[CH2:10][CH:9]([C:20]3[CH:25]=[CH:24][CH:23]=[CH:22][C:21]=3[F:26])[O:8][C:5]2=[CH:6][CH:7]=1.[NH4+:27].[I-].N.CCO. No catalyst specified. The product is [NH2:27][C:13]1[N:14]([CH3:17])[C:15](=[O:16])[C:11]2([C:4]3[C:5](=[CH:6][CH:7]=[C:2]([Br:1])[CH:3]=3)[O:8][CH:9]([C:20]3[CH:25]=[CH:24][CH:23]=[CH:22][C:21]=3[F:26])[CH2:10]2)[N:12]=1. The yield is 0.700. (3) The reactants are [NH:1]1[CH2:6][CH2:5][CH:4]([CH2:7][OH:8])[CH2:3][CH2:2]1.[OH-].[Na+].[CH3:11][C:12]([O:15][C:16](O[C:16]([O:15][C:12]([CH3:14])([CH3:13])[CH3:11])=[O:17])=[O:17])([CH3:14])[CH3:13]. The catalyst is O1CCOCC1. The product is [C:12]([O:15][C:16]([N:1]1[CH2:6][CH2:5][CH:4]([CH2:7][OH:8])[CH2:3][CH2:2]1)=[O:17])([CH3:14])([CH3:13])[CH3:11]. The yield is 0.970. (4) The reactants are [CH2:1]([O:8][C:9](=[O:21])[N:10]([CH3:20])[CH2:11][CH2:12][NH:13]C(=O)C(F)(F)F)[C:2]1[CH:7]=[CH:6][CH:5]=[CH:4][CH:3]=1.[Li+].[OH-]. The catalyst is CO.O. The product is [CH2:1]([O:8][C:9](=[O:21])[N:10]([CH2:11][CH2:12][NH2:13])[CH3:20])[C:2]1[CH:7]=[CH:6][CH:5]=[CH:4][CH:3]=1. The yield is 0.890.